Task: Predict which catalyst facilitates the given reaction.. Dataset: Catalyst prediction with 721,799 reactions and 888 catalyst types from USPTO (1) Reactant: [CH2:1]([Sn](CCCC)(CCCC)CCCC)[CH:2]=[CH2:3].Br[C:18]1[CH:27]=[CH:26][CH:25]=[C:24]2[C:19]=1[CH:20]=[CH:21][CH:22]=[N:23]2.C1(P(C2C=CC=CC=2)C2C=CC=CC=2)C=CC=CC=1. Product: [CH2:3]([C:18]1[CH:27]=[CH:26][CH:25]=[C:24]2[C:19]=1[CH:20]=[CH:21][CH:22]=[N:23]2)[CH:2]=[CH2:1]. The catalyst class is: 101. (2) The catalyst class is: 9. Product: [CH:1]1([C:7]([O:9][CH2:17][C:18]2[CH:23]=[CH:22][CH:21]=[CH:20][CH:19]=2)=[O:8])[CH2:6][CH2:5][CH:4]=[CH:3][CH2:2]1. Reactant: [CH:1]1([C:7]([OH:9])=[O:8])[CH2:6][CH2:5][CH:4]=[CH:3][CH2:2]1.C(N(CC)CC)C.[CH2:17](Br)[C:18]1[CH:23]=[CH:22][CH:21]=[CH:20][CH:19]=1.O. (3) Reactant: [NH:1]1[C:9]2[C:4](=[CH:5][CH:6]=[CH:7][CH:8]=2)[CH:3]=[C:2]1[C:10](O)=[O:11]. Product: [OH:11][CH2:10][C:2]1[NH:1][C:9]2[C:4]([CH:3]=1)=[CH:5][CH:6]=[CH:7][CH:8]=2. The catalyst class is: 1. (4) Reactant: [O:1]1[C:5]2[CH:6]=[CH:7][CH:8]=[C:9]([C:10]([CH3:28])([CH3:27])[CH2:11][C:12](=[O:26])[C:13]([NH:15][C:16]3[CH:25]=[CH:24][CH:23]=[C:22]4[C:17]=3[CH:18]=[CH:19][CH:20]=[N:21]4)=[O:14])[C:4]=2[O:3][CH2:2]1.[F:29][C:30]([Si](C)(C)C)([F:32])[F:31].C(=O)([O-])[O-].[Cs+].[Cs+].[F-].C([N+](CCCC)(CCCC)CCCC)CCC. Product: [O:1]1[C:5]2[CH:6]=[CH:7][CH:8]=[C:9]([C:10]([CH3:28])([CH3:27])[CH2:11][C:12]([OH:26])([C:30]([F:32])([F:31])[F:29])[C:13]([NH:15][C:16]3[CH:25]=[CH:24][CH:23]=[C:22]4[C:17]=3[CH:18]=[CH:19][CH:20]=[N:21]4)=[O:14])[C:4]=2[O:3][CH2:2]1. The catalyst class is: 18. (5) Reactant: [CH2:1]([NH:9][S:10]([C:13]1[CH:18]=[CH:17][C:16]([O:19][CH3:20])=[C:15]([O:21][CH3:22])[CH:14]=1)(=[O:12])=[O:11])[CH2:2][CH2:3][CH2:4][CH2:5][CH2:6][CH2:7][CH3:8].[H-].[Na+].[C:25](Cl)(=[O:32])[C:26]1[CH:31]=[CH:30][CH:29]=[CH:28][CH:27]=1. Product: [CH3:22][O:21][C:15]1[CH:14]=[C:13]([S:10]([N:9]([CH2:1][CH2:2][CH2:3][CH2:4][CH2:5][CH2:6][CH2:7][CH3:8])[C:25](=[O:32])[C:26]2[CH:31]=[CH:30][CH:29]=[CH:28][CH:27]=2)(=[O:12])=[O:11])[CH:18]=[CH:17][C:16]=1[O:19][CH3:20]. The catalyst class is: 3.